This data is from Reaction yield outcomes from USPTO patents with 853,638 reactions. The task is: Predict the reaction yield, written as a fraction of the theoretical maximum amount of product (1.0 means a 100% yield; for example, 0.34 means a 34% yield). (1) The reactants are [N-:1]=[N+:2]=[N-:3].[Na+].Br[CH2:6][C:7]1[CH:12]=[CH:11][C:10]([N:13]2[C:17](=[O:18])[CH:16]=[CH:15][S:14]2)=[CH:9][CH:8]=1.O. The catalyst is CN(C=O)C. The product is [N:1]([CH2:6][C:7]1[CH:8]=[CH:9][C:10]([N:13]2[C:17](=[O:18])[CH:16]=[CH:15][S:14]2)=[CH:11][CH:12]=1)=[N+:2]=[N-:3]. The yield is 0.750. (2) The reactants are [Cl-].O[NH3+:3].[C:4](=[O:7])([O-:6])O.[Na+].CS(C)=O.[C:13]([C:15]1[CH:20]=[CH:19][CH:18]=[CH:17][C:16]=1[C:21]1[CH:26]=[CH:25][C:24]([CH2:27][C:28]2[C:29](=[O:48])[N:30]([CH2:40][C:41]([O:43][C:44]([CH3:47])([CH3:46])[CH3:45])=[O:42])[C:31]3[N:32]([N:37]=[CH:38][N:39]=3)[C:33]=2[CH2:34][CH2:35][CH3:36])=[CH:23][CH:22]=1)#[N:14]. The catalyst is C(OCC)(=O)C. The product is [O:48]=[C:29]1[C:28]([CH2:27][C:24]2[CH:23]=[CH:22][C:21]([C:16]3[CH:17]=[CH:18][CH:19]=[CH:20][C:15]=3[C:13]3[NH:3][C:4](=[O:7])[O:6][N:14]=3)=[CH:26][CH:25]=2)=[C:33]([CH2:34][CH2:35][CH3:36])[N:32]2[N:37]=[CH:38][N:39]=[C:31]2[N:30]1[CH2:40][C:41]([O:43][C:44]([CH3:47])([CH3:46])[CH3:45])=[O:42]. The yield is 0.820. (3) The reactants are [ClH:1].C([N:9]1[CH:14]2[CH2:15][CH2:16][CH2:17][CH:10]1[CH2:11][C:12](=[O:18])[CH2:13]2)C1C=CC=CC=1. The catalyst is C(O)(=O)C.[Pd]. The product is [ClH:1].[CH:10]12[NH:9][CH:14]([CH2:15][CH2:16][CH2:17]1)[CH2:13][C:12](=[O:18])[CH2:11]2. The yield is 0.736. (4) The reactants are [CH3:1][N:2]1[C:8](=[O:9])[C:7]2[CH:10]=[CH:11][C:12]([N+:14]([O-])=O)=[CH:13][C:6]=2[O:5][CH2:4][CH2:3]1. The catalyst is [Pd].C(O)C. The product is [NH2:14][C:12]1[CH:11]=[CH:10][C:7]2[C:8](=[O:9])[N:2]([CH3:1])[CH2:3][CH2:4][O:5][C:6]=2[CH:13]=1. The yield is 0.840.